The task is: Predict which catalyst facilitates the given reaction.. This data is from Catalyst prediction with 721,799 reactions and 888 catalyst types from USPTO. Reactant: [Br:1][C:2]1[N:7]2[N:8]=[C:9]([O:11][CH3:12])[CH:10]=[C:6]2[CH:5]=[CH:4][CH:3]=1.[N:13]([O-])=O.[Na+].C(O)C.O. Product: [Br:1][C:2]1[N:7]2[N:8]=[C:9]([O:11][CH3:12])[C:10]([NH2:13])=[C:6]2[CH:5]=[CH:4][CH:3]=1. The catalyst class is: 183.